This data is from Full USPTO retrosynthesis dataset with 1.9M reactions from patents (1976-2016). The task is: Predict the reactants needed to synthesize the given product. (1) Given the product [Cl:1][C:2]1[CH:7]=[C:6]([C:20]2[CH:21]=[C:16]([OH:15])[CH:17]=[CH:18][CH:19]=2)[N:5]=[C:4]2[N:9]([CH:12]([CH3:14])[CH3:13])[N:10]=[CH:11][C:3]=12, predict the reactants needed to synthesize it. The reactants are: [Cl:1][C:2]1[CH:7]=[C:6](Cl)[N:5]=[C:4]2[N:9]([CH:12]([CH3:14])[CH3:13])[N:10]=[CH:11][C:3]=12.[OH:15][C:16]1[CH:17]=[C:18](B(O)O)[CH:19]=[CH:20][CH:21]=1.C([O-])(O)=O.[Na+].O. (2) Given the product [NH2:6][CH2:4][C:3]1[C:7]([F:12])=[CH:8][C:9]([F:11])=[CH:10][C:2]=1[NH2:1], predict the reactants needed to synthesize it. The reactants are: [NH2:1][C:2]1[CH:10]=[C:9]([F:11])[CH:8]=[C:7]([F:12])[C:3]=1[C:4]([NH2:6])=O.O.